Dataset: Forward reaction prediction with 1.9M reactions from USPTO patents (1976-2016). Task: Predict the product of the given reaction. (1) The product is: [Cl:22][C:17]1[CH:16]=[C:15]([NH:14][C:5]2[C:4]3[C:9](=[CH:10][CH:11]=[C:2]([NH:29][C:30]4[CH:35]=[CH:34][CH:33]=[CH:32][CH:31]=4)[CH:3]=3)[N:8]=[CH:7][C:6]=2[C:12]#[N:13])[CH:20]=[CH:19][C:18]=1[F:21]. Given the reactants Br[C:2]1[CH:3]=[C:4]2[C:9](=[CH:10][CH:11]=1)[N:8]=[CH:7][C:6]([C:12]#[N:13])=[C:5]2[NH:14][C:15]1[CH:20]=[CH:19][C:18]([F:21])=[C:17]([Cl:22])[CH:16]=1.C([O-])([O-])=O.[Cs+].[Cs+].[NH2:29][C:30]1[CH:35]=[CH:34][CH:33]=[CH:32][CH:31]=1, predict the reaction product. (2) Given the reactants [H-].[Na+].[CH3:3][OH:4].[Br:5][C:6]1[CH:7]=[N:8][CH:9]=[C:10](Br)[CH:11]=1, predict the reaction product. The product is: [Br:5][C:6]1[CH:7]=[N:8][CH:9]=[C:10]([O:4][CH3:3])[CH:11]=1. (3) Given the reactants [Cl:1][C:2]1[C:3]([NH:20][CH:21]2[CH2:28][CH:24]3[CH2:25][NH:26][CH2:27][CH:23]3[CH2:22]2)=[N:4][C:5]([NH:8][C:9]2[CH:10]=[CH:11][C:12]3[C:16]([CH:17]=2)=[N:15][N:14]([CH3:18])[C:13]=3[CH3:19])=[N:6][CH:7]=1.[C:29]([CH2:31][C:32](O)=[O:33])#[N:30].CN(C(ON1N=NC2C=CC=NC1=2)=[N+](C)C)C.F[P-](F)(F)(F)(F)F.CCN(CC)CC, predict the reaction product. The product is: [Cl:1][C:2]1[C:3]([NH:20][CH:21]2[CH2:22][CH:23]3[CH2:27][N:26]([C:32](=[O:33])[CH2:31][C:29]#[N:30])[CH2:25][CH:24]3[CH2:28]2)=[N:4][C:5]([NH:8][C:9]2[CH:10]=[CH:11][C:12]3[C:16]([CH:17]=2)=[N:15][N:14]([CH3:18])[C:13]=3[CH3:19])=[N:6][CH:7]=1. (4) Given the reactants [Cl:1][C:2]1[CH:7]=[CH:6][C:5]([C:8]2[CH:9]=[C:10]3[C:16]([C:17]([C:19]4[C:20]([F:33])=[C:21]([NH:26][S:27]([CH2:30][CH2:31][CH3:32])(=[O:29])=[O:28])[CH:22]=[CH:23][C:24]=4[F:25])=[O:18])=[CH:15][N:14](C(=O)C4C(Cl)=CC=CC=4Cl)[C:11]3=[N:12][CH:13]=2)=[CH:4][CH:3]=1.N.C(O)(C)C, predict the reaction product. The product is: [Cl:1][C:2]1[CH:7]=[CH:6][C:5]([C:8]2[CH:9]=[C:10]3[C:16]([C:17]([C:19]4[C:20]([F:33])=[C:21]([NH:26][S:27]([CH2:30][CH2:31][CH3:32])(=[O:28])=[O:29])[CH:22]=[CH:23][C:24]=4[F:25])=[O:18])=[CH:15][NH:14][C:11]3=[N:12][CH:13]=2)=[CH:4][CH:3]=1. (5) Given the reactants C(OC([NH:11][C@@H:12]([CH:22]([CH3:24])[CH3:23])[CH2:13][NH:14][C:15](=[O:21])[O:16][C:17]([CH3:20])([CH3:19])[CH3:18])=O)C1C=CC=CC=1, predict the reaction product. The product is: [NH2:11][C@@H:12]([CH:22]([CH3:24])[CH3:23])[CH2:13][NH:14][C:15](=[O:21])[O:16][C:17]([CH3:18])([CH3:19])[CH3:20].